Predict the product of the given reaction. From a dataset of Forward reaction prediction with 1.9M reactions from USPTO patents (1976-2016). (1) Given the reactants [Cl:1][C:2]1[CH:7]=[C:6]([Cl:8])[CH:5]=[CH:4][C:3]=1[C:9]1[N:10]=[C:11](/[C:16](/[F:31])=[CH:17]/[C:18]2[CH:23]=[CH:22][C:21]([C:24]3[CH:29]=[CH:28][C:27]([OH:30])=[CH:26][CH:25]=3)=[CH:20][CH:19]=2)[N:12]([CH2:14][CH3:15])[CH:13]=1.Br[CH2:33][CH2:34][CH2:35][C:36]([O:38]C)=[O:37], predict the reaction product. The product is: [Cl:1][C:2]1[CH:7]=[C:6]([Cl:8])[CH:5]=[CH:4][C:3]=1[C:9]1[N:10]=[C:11](/[C:16](/[F:31])=[CH:17]/[C:18]2[CH:23]=[CH:22][C:21]([C:24]3[CH:25]=[CH:26][C:27]([O:30][CH2:33][CH2:34][CH2:35][C:36]([OH:38])=[O:37])=[CH:28][CH:29]=3)=[CH:20][CH:19]=2)[N:12]([CH2:14][CH3:15])[CH:13]=1. (2) Given the reactants [F:1][C:2]1([F:18])[CH2:7][CH2:6][CH:5]([CH:8]([CH2:14][N+:15]([O-])=O)[CH2:9][C:10](OC)=[O:11])[CH2:4][CH2:3]1, predict the reaction product. The product is: [F:1][C:2]1([F:18])[CH2:7][CH2:6][CH:5]([CH:8]2[CH2:14][NH:15][C:10](=[O:11])[CH2:9]2)[CH2:4][CH2:3]1.